The task is: Regression. Given two drug SMILES strings and cell line genomic features, predict the synergy score measuring deviation from expected non-interaction effect.. This data is from NCI-60 drug combinations with 297,098 pairs across 59 cell lines. (1) Drug 1: CC1OCC2C(O1)C(C(C(O2)OC3C4COC(=O)C4C(C5=CC6=C(C=C35)OCO6)C7=CC(=C(C(=C7)OC)O)OC)O)O. Drug 2: CCCCC(=O)OCC(=O)C1(CC(C2=C(C1)C(=C3C(=C2O)C(=O)C4=C(C3=O)C=CC=C4OC)O)OC5CC(C(C(O5)C)O)NC(=O)C(F)(F)F)O. Cell line: HCC-2998. Synergy scores: CSS=10.4, Synergy_ZIP=-3.95, Synergy_Bliss=-2.71, Synergy_Loewe=-3.90, Synergy_HSA=-3.26. (2) Drug 1: CC1OCC2C(O1)C(C(C(O2)OC3C4COC(=O)C4C(C5=CC6=C(C=C35)OCO6)C7=CC(=C(C(=C7)OC)O)OC)O)O. Drug 2: C1=NC(=NC(=O)N1C2C(C(C(O2)CO)O)O)N. Cell line: SR. Synergy scores: CSS=62.1, Synergy_ZIP=-1.12, Synergy_Bliss=-1.44, Synergy_Loewe=-0.0421, Synergy_HSA=1.94. (3) Drug 1: C1CCC(C1)C(CC#N)N2C=C(C=N2)C3=C4C=CNC4=NC=N3. Drug 2: C1CN(P(=O)(OC1)NCCCl)CCCl. Cell line: SK-MEL-28. Synergy scores: CSS=-4.28, Synergy_ZIP=1.77, Synergy_Bliss=-0.883, Synergy_Loewe=-5.61, Synergy_HSA=-5.39.